Dataset: Forward reaction prediction with 1.9M reactions from USPTO patents (1976-2016). Task: Predict the product of the given reaction. (1) Given the reactants [C:1]([C:3]1[CH:27]=[CH:26][C:6]([O:7][C:8]2[N:16]=[C:15]([O:17][C:18]3[CH:23]=[CH:22][C:21]([C:24]#[N:25])=[CH:20][CH:19]=3)[CH:14]=[CH:13][C:9]=2[C:10](O)=[O:11])=[CH:5][CH:4]=1)#[N:2].[C:28]([O:32][C:33]([N:35]1[CH2:40][CH2:39][CH:38]([NH2:41])[CH2:37][CH2:36]1)=[O:34])([CH3:31])([CH3:30])[CH3:29], predict the reaction product. The product is: [C:28]([O:32][C:33]([N:35]1[CH2:40][CH2:39][CH:38]([NH:41][C:10]([C:9]2[C:8]([O:7][C:6]3[CH:5]=[CH:4][C:3]([C:1]#[N:2])=[CH:27][CH:26]=3)=[N:16][C:15]([O:17][C:18]3[CH:19]=[CH:20][C:21]([C:24]#[N:25])=[CH:22][CH:23]=3)=[CH:14][CH:13]=2)=[O:11])[CH2:37][CH2:36]1)=[O:34])([CH3:31])([CH3:29])[CH3:30]. (2) Given the reactants [OH:1][C:2]1[CH:3]=[C:4]2[C:9](=[CH:10][CH:11]=1)[CH:8]=[C:7]([C@:12]1([CH3:18])[CH2:16][O:15][C:14](=[O:17])[NH:13]1)[CH:6]=[CH:5]2.[CH:19]1([CH:24]2[CH2:29][CH2:28][CH:27](O)[CH2:26][CH2:25]2)[CH2:23][CH2:22][CH2:21][CH2:20]1.C1(P(C2C=CC=CC=2)C2C=CC=CC=2)C=CC=CC=1.O1CCCC1.N(C(OC(C)C)=O)=NC(OC(C)C)=O, predict the reaction product. The product is: [CH:19]1([CH:24]2[CH2:25][CH2:26][CH:27]([O:1][C:2]3[CH:3]=[C:4]4[C:9](=[CH:10][CH:11]=3)[CH:8]=[C:7]([C@:12]3([CH3:18])[CH2:16][O:15][C:14](=[O:17])[NH:13]3)[CH:6]=[CH:5]4)[CH2:28][CH2:29]2)[CH2:20][CH2:21][CH2:22][CH2:23]1. (3) Given the reactants [CH2:1]([O:3][C:4]1[C:8]([CH2:9][CH2:10][OH:11])=[CH:7][N:6]([C:12]2[CH:17]=[CH:16][C:15]([C:18]([F:21])([F:20])[F:19])=[CH:14][N:13]=2)[N:5]=1)[CH3:2].O[C:23]1[CH:24]=[C:25]([CH:34]=[CH:35][CH:36]=1)[O:26][C:27]([CH3:33])([CH3:32])[C:28]([O:30]C)=[O:29].C(P(CCCC)CCCC)CCC.N(C(N1CCCCC1)=O)=NC(N1CCCCC1)=O, predict the reaction product. The product is: [CH2:1]([O:3][C:4]1[C:8]([CH2:9][CH2:10][O:11][C:23]2[CH:24]=[C:25]([CH:34]=[CH:35][CH:36]=2)[O:26][C:27]([CH3:33])([CH3:32])[C:28]([OH:30])=[O:29])=[CH:7][N:6]([C:12]2[CH:17]=[CH:16][C:15]([C:18]([F:20])([F:19])[F:21])=[CH:14][N:13]=2)[N:5]=1)[CH3:2]. (4) Given the reactants [C:1]([O:5][C:6](=[O:35])[NH:7][C:8]1([C:12]2[CH:17]=[CH:16][C:15]([C:18]3[C:27]([C:28]4[CH:33]=[CH:32][CH:31]=[CH:30][CH:29]=4)=[CH:26][C:25]4[C:24](=[O:34])[NH:23][CH2:22][CH2:21][C:20]=4[N:19]=3)=[CH:14][CH:13]=2)[CH2:11][CH2:10][CH2:9]1)([CH3:4])([CH3:3])[CH3:2].[H-].[Na+].Cl.Cl[CH2:40][CH2:41][N:42]([CH3:44])[CH3:43].C(=O)([O-])[O-].[K+].[K+].[NH4+].[Cl-], predict the reaction product. The product is: [C:1]([O:5][C:6](=[O:35])[NH:7][C:8]1([C:12]2[CH:13]=[CH:14][C:15]([C:18]3[C:27]([C:28]4[CH:29]=[CH:30][CH:31]=[CH:32][CH:33]=4)=[CH:26][C:25]4[C:24](=[O:34])[N:23]([CH2:40][CH2:41][N:42]([CH3:44])[CH3:43])[CH2:22][CH2:21][C:20]=4[N:19]=3)=[CH:16][CH:17]=2)[CH2:11][CH2:10][CH2:9]1)([CH3:4])([CH3:2])[CH3:3]. (5) Given the reactants [CH3:1][N:2]1[CH:6]=[C:5]([N:7]=[N:8][CH:9]([C:17](=[O:19])[CH3:18])[C:10]([O:12][C:13]([CH3:16])([CH3:15])[CH3:14])=[O:11])[CH:4]=[N:3]1.[CH3:20]N(C(OC)OC)C, predict the reaction product. The product is: [CH3:1][N:2]1[CH:6]=[C:5]([N:7]2[CH:20]=[CH:18][C:17](=[O:19])[C:9]([C:10]([O:12][C:13]([CH3:15])([CH3:14])[CH3:16])=[O:11])=[N:8]2)[CH:4]=[N:3]1. (6) Given the reactants Cl[C:2]1[CH:7]=[C:6]([C:8]2[CH:13]=[CH:12][C:11]([O:14][C:15]([F:18])([F:17])[F:16])=[C:10]([F:19])[CH:9]=2)[N:5]=[CH:4][N:3]=1.C(Cl)(Cl)Cl.[CH3:24][N:25](C)C=O, predict the reaction product. The product is: [F:19][C:10]1[CH:9]=[C:8]([C:6]2[N:5]=[CH:4][N:3]=[C:2]([C:24]#[N:25])[CH:7]=2)[CH:13]=[CH:12][C:11]=1[O:14][C:15]([F:18])([F:17])[F:16]. (7) Given the reactants [NH2:1][C:2]1[CH:20]=[CH:19][C:5](/[CH:6]=[C:7](\[CH2:13][C:14]([O:16][CH2:17][CH3:18])=[O:15])/[C:8]([O:10]CC)=O)=[C:4]([N+:21]([O-])=O)[C:3]=1[CH3:24].[CH3:37][C:36](OC(OC(O[C:36]([CH3:39])([CH3:38])[CH3:37])=O)=O)([CH3:39])[CH3:38].[CH3:40]N(C1C=CC=CN=1)C.[Cl-].[NH4+], predict the reaction product. The product is: [NH2:1][C:2]1[C:3]([CH3:24])=[C:4]2[C:5]([CH2:6][CH:7]([CH2:13][C:14]([O:16][CH2:17][CH3:18])=[O:15])[C:8](=[O:10])[N:21]2[CH2:37][C:36]([CH3:39])([CH3:40])[CH3:38])=[CH:19][CH:20]=1.